Dataset: Catalyst prediction with 721,799 reactions and 888 catalyst types from USPTO. Task: Predict which catalyst facilitates the given reaction. (1) Reactant: [CH3:1][O:2][C:3]1[CH:10]=[CH:9][C:6]([CH:7]=O)=[CH:5][CH:4]=1.[NH2:11][CH:12]([CH3:15])[CH2:13][OH:14].CC1C=CC(S(O)(=O)=O)=CC=1. Product: [CH3:1][O:2][C:3]1[CH:10]=[CH:9][C:6](/[CH:7]=[N:11]/[CH:12]([CH3:15])[CH2:13][OH:14])=[CH:5][CH:4]=1. The catalyst class is: 11. (2) Product: [CH3:13][O:12][C:9]1[CH:10]=[C:11]2[C:6](=[CH:7][C:8]=1[O:14][CH3:15])[N:5]=[CH:4][CH:3]=[C:2]2[O:16][C:17]1[CH:26]=[CH:25][C:24]2[C:19](=[CH:20][CH:21]=[CH:22][CH:23]=2)[C:18]=1[CH:27]=[O:28]. Reactant: Cl[C:2]1[C:11]2[C:6](=[CH:7][C:8]([O:14][CH3:15])=[C:9]([O:12][CH3:13])[CH:10]=2)[N:5]=[CH:4][CH:3]=1.[OH:16][C:17]1[CH:26]=[CH:25][C:24]2[C:19](=[CH:20][CH:21]=[CH:22][CH:23]=2)[C:18]=1[CH:27]=[O:28].O. The catalyst class is: 420.